Dataset: Full USPTO retrosynthesis dataset with 1.9M reactions from patents (1976-2016). Task: Predict the reactants needed to synthesize the given product. (1) Given the product [C:1]([C:3]1[C:12]2[C:7](=[CH:8][CH:9]=[CH:10][CH:11]=2)[C:6]([C:13]2[C:18]([S:19][CH2:20][C:21]([OH:23])=[O:22])=[CH:17][N:16]=[CH:15][N:14]=2)=[CH:5][CH:4]=1)#[N:2], predict the reactants needed to synthesize it. The reactants are: [C:1]([C:3]1[C:12]2[C:7](=[CH:8][CH:9]=[CH:10][CH:11]=2)[C:6]([C:13]2[C:18]([S:19][CH2:20][C:21]([O:23]C)=[O:22])=[CH:17][N:16]=[CH:15][N:14]=2)=[CH:5][CH:4]=1)#[N:2].[OH-].[Na+]. (2) Given the product [Br:1][C:2]1[CH:11]=[C:6]([CH2:7][OH:8])[C:5]([N:12]([CH:15]2[CH2:16][CH2:17][CH2:18][CH2:19][CH2:20]2)[CH2:13][CH3:14])=[N:4][CH:3]=1, predict the reactants needed to synthesize it. The reactants are: [Br:1][C:2]1[CH:3]=[N:4][C:5]([N:12]([CH:15]2[CH2:20][CH2:19][CH2:18][CH2:17][CH2:16]2)[CH2:13][CH3:14])=[C:6]([CH:11]=1)[C:7](OC)=[O:8].[H-].[H-].[H-].[H-].[Li+].[Al+3]. (3) Given the product [CH3:1][O:2][C:3](=[O:9])[CH2:4][C:5](=[N:6][OH:7])[NH:8][C:22]([C:19]1[NH:20][C:21]2[C:17]([CH:18]=1)=[CH:16][CH:15]=[CH:14][C:13]=2[N+:10]([O-:12])=[O:11])=[O:23], predict the reactants needed to synthesize it. The reactants are: [CH3:1][O:2][C:3](=[O:9])[CH2:4][C:5](=[NH:8])[NH:6][OH:7].[N+:10]([C:13]1[CH:14]=[CH:15][CH:16]=[C:17]2[C:21]=1[NH:20][C:19]([C:22](O)=[O:23])=[CH:18]2)([O-:12])=[O:11]. (4) Given the product [CH2:1]([O:4][C:5]1([CH3:45])[CH2:10][CH2:9][N:8]([C:11]2[N:16]3[N:17]=[C:18]([C:20]4[S:21][C:22]([CH2:25][C:26]5[CH:31]=[CH:30][CH:29]=[CH:28][C:27]=5[O:32][CH2:55][CH:54]=[CH2:53])=[CH:23][N:24]=4)[CH:19]=[C:15]3[N:14]=[C:13]([CH3:33])[C:12]=2[C@H:34]([O:40][C:41]([CH3:44])([CH3:43])[CH3:42])[C:35]([O:37][CH2:38][CH3:39])=[O:36])[CH2:7][CH2:6]1)[CH:2]=[CH2:3], predict the reactants needed to synthesize it. The reactants are: [CH2:1]([O:4][C:5]1([CH3:45])[CH2:10][CH2:9][N:8]([C:11]2[N:16]3[N:17]=[C:18]([C:20]4[S:21][C:22]([CH2:25][C:26]5[CH:31]=[CH:30][CH:29]=[CH:28][C:27]=5[OH:32])=[CH:23][N:24]=4)[CH:19]=[C:15]3[N:14]=[C:13]([CH3:33])[C:12]=2[C@H:34]([O:40][C:41]([CH3:44])([CH3:43])[CH3:42])[C:35]([O:37][CH2:38][CH3:39])=[O:36])[CH2:7][CH2:6]1)[CH:2]=[CH2:3].C([O-])([O-])=O.[K+].[K+].Br[CH2:53][CH:54]=[CH2:55].O. (5) Given the product [CH:53]1([NH:52][C:51](=[O:56])[C:49]2[CH:50]=[C:45]([C:24]3[CH:25]=[C:26]4[C:21](=[CH:22][CH:23]=3)[C:20](=[O:59])[N:19]([CH2:18][C:17]([CH3:61])([CH3:60])[CH2:16][OH:15])[CH:28]=[C:27]4[S:29]([CH:32]3[CH2:33][CH2:34][NH:35][CH2:36][CH2:37]3)(=[O:31])=[O:30])[C:46]([CH3:58])=[C:47]([F:57])[CH:48]=2)[CH2:54][CH2:55]1, predict the reactants needed to synthesize it. The reactants are: FC(F)(F)C(O)=O.[Si]([O:15][CH2:16][C:17]([CH3:61])([CH3:60])[CH2:18][N:19]1[CH:28]=[C:27]([S:29]([CH:32]2[CH2:37][CH2:36][N:35](C(OC(C)(C)C)=O)[CH2:34][CH2:33]2)(=[O:31])=[O:30])[C:26]2[C:21](=[CH:22][CH:23]=[C:24]([C:45]3[CH:50]=[C:49]([C:51](=[O:56])[NH:52][CH:53]4[CH2:55][CH2:54]4)[CH:48]=[C:47]([F:57])[C:46]=3[CH3:58])[CH:25]=2)[C:20]1=[O:59])(C(C)(C)C)(C)C. (6) Given the product [C:2](=[O:5])([OH:4])[O-:3].[NH4+:1].[C:2](=[O:4])=[O:3].[NH3:1].[OH2:3], predict the reactants needed to synthesize it. The reactants are: [NH3:1].[C:2](=[O:4])=[O:3].[OH2:5]. (7) Given the product [Cl:1][C:2]1[S:6][C:5]([C:7]2[N:12]=[C:11]([NH:13][C:14]3[CH:21]=[CH:20][C:17]([C:18]4[C:28](=[O:27])[CH2:31][CH2:30][C:29]=4[OH:32])=[CH:16][CH:15]=3)[C:10]([CH2:22][CH3:23])=[C:9]([CH3:24])[N:8]=2)=[CH:4][CH:3]=1, predict the reactants needed to synthesize it. The reactants are: [Cl:1][C:2]1[S:6][C:5]([C:7]2[N:12]=[C:11]([NH:13][C:14]3[CH:21]=[CH:20][C:17]([CH:18]=O)=[CH:16][CH:15]=3)[C:10]([CH2:22][CH3:23])=[C:9]([CH3:24])[N:8]=2)=[CH:4][CH:3]=1.C[Si](C)(C)[O:27][C:28]1[CH2:31][CH2:30][C:29]=1[O:32][Si](C)(C)C.B(F)(F)F.CCOCC.C(=O)(O)[O-].[Na+]. (8) Given the product [NH2:15][C:16]1[C:17]2[CH:32]=[C:31]([CH2:7][C:8]3[CH:13]=[CH:12][CH:11]=[CH:10][CH:9]=3)[S:30][C:18]=2[N:19]=[C:20]([C:22]2[CH:23]=[C:24]([CH:27]=[CH:28][CH:29]=2)[C:25]#[N:26])[N:21]=1, predict the reactants needed to synthesize it. The reactants are: C1COCC1.[Br-].[CH2:7]([Zn+])[C:8]1[CH:13]=[CH:12][CH:11]=[CH:10][CH:9]=1.[NH2:15][C:16]1[C:17]2[CH:32]=[C:31](Br)[S:30][C:18]=2[N:19]=[C:20]([C:22]2[CH:23]=[C:24]([CH:27]=[CH:28][CH:29]=2)[C:25]#[N:26])[N:21]=1.